From a dataset of Reaction yield outcomes from USPTO patents with 853,638 reactions. Predict the reaction yield, written as a fraction of the theoretical maximum amount of product (1.0 means a 100% yield; for example, 0.34 means a 34% yield). (1) The reactants are [CH3:1][O:2][C:3]1[CH:4]=[C:5]2[C:10](=[CH:11][C:12]=1[O:13][CH3:14])[N:9]=[CH:8][CH:7]=[C:6]2[O:15][C:16]1[C:22]([CH3:23])=[CH:21][C:19]([NH2:20])=[C:18]([CH3:24])[CH:17]=1.Cl[C:26](Cl)([O:28][C:29](=[O:35])OC(Cl)(Cl)Cl)Cl.[CH3:37][C:38]1[CH:39]=[C:40](CO)[CH:41]=[CH:42][CH:43]=1.C(=O)(O)[O-].[Na+]. The catalyst is C(Cl)Cl.C(N(CC)CC)C.C1(C)C=CC=CC=1. The product is [CH3:1][O:2][C:3]1[CH:4]=[C:5]2[C:10](=[CH:11][C:12]=1[O:13][CH3:14])[N:9]=[CH:8][CH:7]=[C:6]2[O:15][C:16]1[C:22]([CH3:23])=[CH:21][C:19]([NH:20][C:29](=[O:35])[O:28][CH2:26][C:42]2[CH:41]=[CH:40][CH:39]=[C:38]([CH3:37])[CH:43]=2)=[C:18]([CH3:24])[CH:17]=1. The yield is 0.760. (2) The yield is 0.800. The reactants are [CH2:1]([C:3]1[CH:8]=[CH:7][CH:6]=[CH:5][C:4]=1[C:9]1[CH:14]=[CH:13][C:12]([C:15]([O:17]C)=[O:16])=[CH:11][C:10]=1[CH2:19][O:20][CH3:21])[CH3:2].O.[OH-].[Li+]. The product is [CH2:1]([C:3]1[CH:8]=[CH:7][CH:6]=[CH:5][C:4]=1[C:9]1[CH:14]=[CH:13][C:12]([C:15]([OH:17])=[O:16])=[CH:11][C:10]=1[CH2:19][O:20][CH3:21])[CH3:2]. The catalyst is C1COCC1.O. (3) The yield is 0.680. No catalyst specified. The reactants are [CH3:1][O:2][C:3](=[O:33])[C:4]1[CH:9]=[CH:8][C:7]([CH2:10][N:11]2[CH:15]=[C:14]([C:16]3[CH:21]=[CH:20][C:19]([Cl:22])=[CH:18][C:17]=3[Cl:23])[N:13]=[C:12]2/[CH:24]=[CH:25]/[C:26]2[CH:31]=[CH:30][C:29](Br)=[CH:28][CH:27]=2)=[CH:6][CH:5]=1.[CH:34]([S:37][C:38]1[CH:43]=[CH:42][C:41](B(O)O)=[CH:40][CH:39]=1)([CH3:36])[CH3:35]. The product is [CH3:1][O:2][C:3](=[O:33])[C:4]1[CH:9]=[CH:8][C:7]([CH2:10][N:11]2[CH:15]=[C:14]([C:16]3[CH:21]=[CH:20][C:19]([Cl:22])=[CH:18][C:17]=3[Cl:23])[N:13]=[C:12]2/[CH:24]=[CH:25]/[C:26]2[CH:31]=[CH:30][C:29]([C:41]3[CH:42]=[CH:43][C:38]([S:37][CH:34]([CH3:36])[CH3:35])=[CH:39][CH:40]=3)=[CH:28][CH:27]=2)=[CH:6][CH:5]=1. (4) The reactants are Br[CH2:2][C:3]([O:5][C:6]([CH3:9])([CH3:8])[CH3:7])=[O:4].[NH:10]1[C:18]2[C:13](=[N:14][CH:15]=[CH:16][CH:17]=2)[CH:12]=[N:11]1.C([O-])([O-])=O.[Cs+].[Cs+]. The catalyst is CN(C=O)C.C(OCC)(=O)C. The product is [N:10]1([CH2:2][C:3]([O:5][C:6]([CH3:9])([CH3:8])[CH3:7])=[O:4])[C:18]2[C:13](=[N:14][CH:15]=[CH:16][CH:17]=2)[CH:12]=[N:11]1. The yield is 0.510. (5) The reactants are [F:1][C:2]1([F:21])[CH2:6][N:5]([C:7]([O:9][C:10]([CH3:13])([CH3:12])[CH3:11])=[O:8])[C@H:4]([CH:14]=[C:15]([CH3:20])[C:16]([O:18][CH3:19])=[O:17])[CH2:3]1. The catalyst is [Pd].CO. The product is [F:21][C:2]1([F:1])[CH2:6][N:5]([C:7]([O:9][C:10]([CH3:12])([CH3:13])[CH3:11])=[O:8])[C@H:4]([CH2:14][CH:15]([CH3:20])[C:16]([O:18][CH3:19])=[O:17])[CH2:3]1. The yield is 0.875. (6) The reactants are Cl[C:2](OC(Cl)(Cl)Cl)=[O:3].[C:9]([C:13]1[CH:47]=[CH:46][C:16]([CH2:17][O:18][C:19]2[CH:24]=[CH:23][CH:22]=[CH:21][C:20]=2/[CH:25]=[CH:26]/[CH:27]([CH2:40][CH2:41][CH2:42][CH2:43][C:44]#[N:45])[CH2:28][CH2:29][C:30]2[CH:39]=[CH:38][C:33]([C:34]([NH:36][NH2:37])=[O:35])=[CH:32][CH:31]=2)=[CH:15][CH:14]=1)([CH3:12])([CH3:11])[CH3:10]. The catalyst is O1CCOCC1. The product is [C:9]([C:13]1[CH:14]=[CH:15][C:16]([CH2:17][O:18][C:19]2[CH:24]=[CH:23][CH:22]=[CH:21][C:20]=2/[CH:25]=[CH:26]/[CH:27]([CH2:28][CH2:29][C:30]2[CH:39]=[CH:38][C:33]([C:34]3[O:35][C:2](=[O:3])[NH:37][N:36]=3)=[CH:32][CH:31]=2)[CH2:40][CH2:41][CH2:42][CH2:43][C:44]#[N:45])=[CH:46][CH:47]=1)([CH3:12])([CH3:10])[CH3:11]. The yield is 0.230.